Task: Regression. Given a peptide amino acid sequence and an MHC pseudo amino acid sequence, predict their binding affinity value. This is MHC class I binding data.. Dataset: Peptide-MHC class I binding affinity with 185,985 pairs from IEDB/IMGT (1) The peptide sequence is SVMSTFFWE. The MHC is HLA-B15:17 with pseudo-sequence HLA-B15:17. The binding affinity (normalized) is 0.0847. (2) The peptide sequence is SEVSNVQRIM. The MHC is H-2-Db with pseudo-sequence H-2-Db. The binding affinity (normalized) is 0.0641. (3) The peptide sequence is LTEEFYHSY. The MHC is HLA-A29:02 with pseudo-sequence HLA-A29:02. The binding affinity (normalized) is 0.303. (4) The peptide sequence is PRRVRRRVL. The MHC is HLA-B08:01 with pseudo-sequence HLA-B08:01. The binding affinity (normalized) is 0.211. (5) The peptide sequence is HCSQVFLKM. The MHC is HLA-A29:02 with pseudo-sequence HLA-A29:02. The binding affinity (normalized) is 0.0187. (6) The peptide sequence is VEVLLDTGADD. The MHC is HLA-B27:05 with pseudo-sequence HLA-B27:05. The binding affinity (normalized) is 0. (7) The peptide sequence is IAYERMCNIL. The MHC is HLA-A02:01 with pseudo-sequence HLA-A02:01. The binding affinity (normalized) is 0. (8) The peptide sequence is DLEKYNLAF. The MHC is HLA-A80:01 with pseudo-sequence HLA-A80:01. The binding affinity (normalized) is 0.0847. (9) The peptide sequence is HVSISSCNG. The MHC is HLA-A30:01 with pseudo-sequence HLA-A30:01. The binding affinity (normalized) is 0.425. (10) The peptide sequence is AMQTNADAI. The MHC is H-2-Db with pseudo-sequence H-2-Db. The binding affinity (normalized) is 0.850.